From a dataset of Full USPTO retrosynthesis dataset with 1.9M reactions from patents (1976-2016). Predict the reactants needed to synthesize the given product. (1) Given the product [C:1]([OH:4])(=[O:3])[CH3:2].[C:5]([O:8][CH2:9][CH3:10])(=[O:7])[CH3:6], predict the reactants needed to synthesize it. The reactants are: [C:1]([OH:4])(=[O:3])[CH3:2].[C:5]([O:8][CH2:9][CH3:10])(=[O:7])[CH3:6]. (2) Given the product [CH3:10][C:3]1[CH:4]=[C:5]([CH:6]=[C:7]([CH3:8])[C:2]=1[C:11]1[CH:16]=[CH:15][CH:14]=[CH:13][CH:12]=1)[NH2:9], predict the reactants needed to synthesize it. The reactants are: I[C:2]1[C:7]([CH3:8])=[CH:6][C:5]([NH2:9])=[CH:4][C:3]=1[CH3:10].[C:11]1(B(O)O)[CH:16]=[CH:15][CH:14]=[CH:13][CH:12]=1.[OH-].[Na+]. (3) Given the product [CH3:27][O:26][C:24](=[O:25])[N:10]([CH2:9][CH2:8][C:3]1[CH:4]=[CH:5][CH:6]=[CH:7][C:2]=1[Br:1])[CH2:11][CH2:12][O:13][CH2:14][CH3:15], predict the reactants needed to synthesize it. The reactants are: [Br:1][C:2]1[CH:7]=[CH:6][CH:5]=[CH:4][C:3]=1[CH2:8][CH2:9][NH:10][CH2:11][CH2:12][O:13][CH2:14][CH3:15].C(N(CC)CC)C.Cl[C:24]([O:26][CH3:27])=[O:25].[Cl-].[NH4+]. (4) Given the product [Cl:25][C:24]1[C:19]([N:16]2[CH2:15][CH2:14][N:13]([CH2:12][CH2:11][C@H:8]3[CH2:9][CH2:10][C@H:5]([NH:4][C:39]([NH:38][CH2:36][CH3:37])=[O:40])[CH2:6][CH2:7]3)[CH2:18][CH2:17]2)=[N:20][C:21]([NH:27][CH3:28])=[N:22][C:23]=1[Cl:26], predict the reactants needed to synthesize it. The reactants are: Cl.Cl.Cl.[NH2:4][C@H:5]1[CH2:10][CH2:9][C@H:8]([CH2:11][CH2:12][N:13]2[CH2:18][CH2:17][N:16]([C:19]3[C:24]([Cl:25])=[C:23]([Cl:26])[N:22]=[C:21]([NH:27][CH3:28])[N:20]=3)[CH2:15][CH2:14]2)[CH2:7][CH2:6]1.C(N(CC)CC)C.[CH2:36]([N:38]=[C:39]=[O:40])[CH3:37]. (5) Given the product [Br:1][C:2]1[CH:3]=[C:4]([C:8]2([C:9]#[N:10])[CH2:15][CH2:14]2)[CH:5]=[CH:6][CH:7]=1, predict the reactants needed to synthesize it. The reactants are: [Br:1][C:2]1[CH:3]=[C:4]([CH2:8][C:9]#[N:10])[CH:5]=[CH:6][CH:7]=1.[OH-].[Na+].Br[CH2:14][CH2:15]Cl.